The task is: Predict which catalyst facilitates the given reaction.. This data is from Catalyst prediction with 721,799 reactions and 888 catalyst types from USPTO. (1) Reactant: [C:1]1(=[O:7])[O:6][C:4](=[O:5])[CH2:3][CH2:2]1.[CH3:8][N:9]([CH3:33])[CH2:10][CH:11]([O:14][CH2:15][CH2:16][CH2:17][CH2:18][CH2:19][CH2:20][CH2:21][CH2:22]/[CH:23]=[CH:24]\[CH2:25]/[CH:26]=[CH:27]\[CH2:28][CH2:29][CH2:30][CH2:31][CH3:32])[CH2:12][OH:13]. Product: [CH3:8][N:9]([CH3:33])[CH2:10][CH:11]([O:14][CH2:15][CH2:16][CH2:17][CH2:18][CH2:19][CH2:20][CH2:21][CH2:22]/[CH:23]=[CH:24]\[CH2:25]/[CH:26]=[CH:27]\[CH2:28][CH2:29][CH2:30][CH2:31][CH3:32])[CH2:12][O:13][C:4](=[O:5])[CH2:3][CH2:2][C:1]([OH:6])=[O:7]. The catalyst class is: 1. (2) The catalyst class is: 5. Reactant: [Cl:1][C:2]1[CH:7]=[C:6]([Cl:8])[C:5]([O:9][CH3:10])=[CH:4][C:3]=1[NH:11][C:12]1[C:17]([C:18]#[N:19])=[CH:16][N:15]=[C:14]2[CH:20]=[C:21]([C:23]#[C:24][Si](C)(C)C)[S:22][C:13]=12.C(=O)([O-])[O-].[K+].[K+]. Product: [Cl:1][C:2]1[CH:7]=[C:6]([Cl:8])[C:5]([O:9][CH3:10])=[CH:4][C:3]=1[NH:11][C:12]1[C:17]([C:18]#[N:19])=[CH:16][N:15]=[C:14]2[CH:20]=[C:21]([C:23]#[CH:24])[S:22][C:13]=12. (3) Reactant: [Br:1][CH2:2][CH2:3][CH2:4][CH2:5][C:6]([CH3:18])([C:12]1[CH:17]=[CH:16][CH:15]=[CH:14][CH:13]=1)[C:7](OCC)=[O:8].[H-].[H-].[H-].[H-].[Li+].[Al+3]. Product: [Br:1][CH2:2][CH2:3][CH2:4][CH2:5][C:6]([CH3:18])([C:12]1[CH:13]=[CH:14][CH:15]=[CH:16][CH:17]=1)[CH2:7][OH:8]. The catalyst class is: 28. (4) Reactant: [CH3:1][C:2]1[CH:3]=[C:4]([C:8]2[N:13]=[CH:12][N:11]=[C:10]([N:14]([CH2:19][C:20]3[CH:25]=[CH:24][C:23]([S:26][C:27]([CH3:36])([CH3:35])[C:28]([O:30]C(C)(C)C)=[O:29])=[CH:22][CH:21]=3)[CH2:15][CH2:16][O:17][CH3:18])[CH:9]=2)[CH:5]=[CH:6][CH:7]=1.Cl. Product: [CH3:1][C:2]1[CH:3]=[C:4]([C:8]2[N:13]=[CH:12][N:11]=[C:10]([N:14]([CH2:19][C:20]3[CH:21]=[CH:22][C:23]([S:26][C:27]([CH3:36])([CH3:35])[C:28]([OH:30])=[O:29])=[CH:24][CH:25]=3)[CH2:15][CH2:16][O:17][CH3:18])[CH:9]=2)[CH:5]=[CH:6][CH:7]=1. The catalyst class is: 12. (5) The catalyst class is: 22. Product: [CH3:1][C@H:2]1[C@H:29]([CH3:30])[C@@H:28]([NH:31][C:32](=[O:41])[O:33][CH2:34][C:21]2[CH:22]=[CH:23][CH:24]=[CH:25][CH:26]=2)[C:5]2[C:6](=[CH:7][CH:8]=[CH:9][N:4]=2)[NH:10]1. Reactant: [CH:1](=O)[CH3:2].[N:4]1[CH:9]=[CH:8][CH:7]=[C:6]([NH2:10])[CH:5]=1.P(O)(O[C:21]1[CH:26]=[CH:25][CH:24]=[CH:23][CH:22]=1)(O[C:21]1[CH:26]=[CH:25][CH:24]=[CH:23][CH:22]=1)=O.[CH:28](/[NH:31][C:32](=[O:41])[O:33][CH2:34]C1C=CC=CC=1)=[CH:29]\[CH3:30].